From a dataset of Forward reaction prediction with 1.9M reactions from USPTO patents (1976-2016). Predict the product of the given reaction. (1) The product is: [CH3:15][O:16][C:17](=[O:30])[CH2:18][N:19]1[C:27]2[C:22](=[CH:23][C:24]([F:28])=[CH:25][CH:26]=2)[C:21]([CH2:13][C:9]2[S:10][CH:11]=[CH:12][C:8]=2[S:7][C:4]2[CH:3]=[CH:2][N:1]=[CH:6][CH:5]=2)=[C:20]1[CH3:29]. Given the reactants [N:1]1[CH:6]=[CH:5][C:4]([S:7][C:8]2[CH:12]=[CH:11][S:10][C:9]=2[CH:13]=O)=[CH:3][CH:2]=1.[CH3:15][O:16][C:17](=[O:30])[CH2:18][N:19]1[C:27]2[C:22](=[CH:23][C:24]([F:28])=[CH:25][CH:26]=2)[CH:21]=[C:20]1[CH3:29].C([SiH](CC)CC)C.FC(F)(F)C(O)=O, predict the reaction product. (2) The product is: [C:8]([C:3]1([CH3:2])[CH2:4][CH2:5][CH2:6][NH:12]1)#[N:9].[CH3:6][C:5]1[CH2:4][CH2:3][CH2:2][N:9]=1. Given the reactants Cl[CH2:2][CH2:3][CH2:4][C:5](=O)[CH3:6].[C-:8]#[N:9].[Na+].[Cl-].[NH4+:12].N.[OH-].[Na+], predict the reaction product. (3) Given the reactants C(Cl)Cl.[O:4]1[C:8]2[CH:9]=[CH:10][CH:11]=[CH:12][C:7]=2[CH:6]=[C:5]1[C:13]1([C:16]2[CH:24]=[C:23]([O:25][CH3:26])[CH:22]=[CH:21][C:17]=2[C:18](O)=[O:19])[CH2:15][CH2:14]1.FC(F)(F)C(OC(=O)C(F)(F)F)=O, predict the reaction product. The product is: [CH3:26][O:25][C:23]1[CH:22]=[CH:21][C:17]2[C:18](=[O:19])[C:6]3[C:7]4[CH:12]=[CH:11][CH:10]=[CH:9][C:8]=4[O:4][C:5]=3[C:13]3([C:16]=2[CH:24]=1)[CH2:15][CH2:14]3. (4) Given the reactants Br[C:2]1[CH:3]=[C:4]2[C:8](=[CH:9][CH:10]=1)[N:7]([CH2:11][C:12]1[CH:17]=[CH:16][C:15]([C:18]([CH3:21])([CH3:20])[CH3:19])=[CH:14][CH:13]=1)[CH:6]=[CH:5]2.[CH3:22][C:23]1[CH:24]=[C:25](B(O)O)[CH:26]=[CH:27][CH:28]=1.C(=O)([O-])[O-].[K+].[K+], predict the reaction product. The product is: [C:18]([C:15]1[CH:16]=[CH:17][C:12]([CH2:11][N:7]2[C:8]3[C:4](=[CH:3][C:2]([C:27]4[CH:26]=[CH:25][CH:24]=[C:23]([CH3:22])[CH:28]=4)=[CH:10][CH:9]=3)[CH:5]=[CH:6]2)=[CH:13][CH:14]=1)([CH3:20])([CH3:21])[CH3:19]. (5) Given the reactants [CH2:1]([O:3][C:4](=[O:31])[CH:5]([N:14]([CH:28]1[CH2:30][CH2:29]1)[C:15](=O)[C:16]1[CH:21]=[CH:20][C:19]([O:22][C:23]([F:26])([F:25])[F:24])=[CH:18][CH:17]=1)[C:6](=O)[C:7]1[CH:8]=[N:9][CH:10]=[CH:11][CH:12]=1)[CH3:2].FC(F)(F)C([O-])=O.[NH4+:39], predict the reaction product. The product is: [CH2:1]([O:3][C:4]([C:5]1[N:14]([CH:28]2[CH2:30][CH2:29]2)[C:15]([C:16]2[CH:17]=[CH:18][C:19]([O:22][C:23]([F:25])([F:26])[F:24])=[CH:20][CH:21]=2)=[N:39][C:6]=1[C:7]1[CH:8]=[N:9][CH:10]=[CH:11][CH:12]=1)=[O:31])[CH3:2]. (6) Given the reactants [Cl:1][C:2]1[CH:10]=[C:9]([Cl:11])[CH:8]=[C:7]([Cl:12])[C:3]=1[C:4]([OH:6])=O.[NH2:13][C:14]1[CH:19]=[CH:18][N:17]=[CH:16][CH:15]=1.CN(C(ON1N=NC2C=CC=NC1=2)=[N+](C)C)C.F[P-](F)(F)(F)(F)F.CCN(C(C)C)C(C)C, predict the reaction product. The product is: [Cl:12][C:7]1[CH:8]=[C:9]([Cl:11])[CH:10]=[C:2]([Cl:1])[C:3]=1[C:4]([NH:13][C:14]1[CH:19]=[CH:18][N:17]=[CH:16][CH:15]=1)=[O:6]. (7) Given the reactants [Cl:1][C:2]1[CH:3]=[CH:4][C:5]([NH:8][C:9](=[O:41])[C:10]2[CH:15]=[CH:14][CH:13]=[C:12]([OH:16])[C:11]=2[NH:17][C:18](=[O:40])[C:19]2[CH:24]=[CH:23][C:22]([C:25]3[C:26](=[O:39])[N:27]([CH2:31][CH2:32][N:33]4[CH2:38][CH2:37][NH:36][CH2:35][CH2:34]4)[CH:28]=[CH:29][CH:30]=3)=[CH:21][CH:20]=2)=[N:6][CH:7]=1.C=O.[C:44](O[BH-](OC(=O)C)OC(=O)C)(=O)C.[Na+].C(=O)([O-])O.[Na+], predict the reaction product. The product is: [ClH:1].[ClH:1].[Cl:1][C:2]1[CH:3]=[CH:4][C:5]([NH:8][C:9](=[O:41])[C:10]2[CH:15]=[CH:14][CH:13]=[C:12]([OH:16])[C:11]=2[NH:17][C:18](=[O:40])[C:19]2[CH:24]=[CH:23][C:22]([C:25]3[C:26](=[O:39])[N:27]([CH2:31][CH2:32][N:33]4[CH2:34][CH2:35][N:36]([CH3:44])[CH2:37][CH2:38]4)[CH:28]=[CH:29][CH:30]=3)=[CH:21][CH:20]=2)=[N:6][CH:7]=1. (8) Given the reactants [N+:1]([C:4]1[CH:5]=[CH:6][C:7]2[S:13][CH2:12][CH2:11][NH:10][CH2:9][C:8]=2[CH:14]=1)([O-])=O.O.NN, predict the reaction product. The product is: [CH:14]1[C:8]2[CH2:9][NH:10][CH2:11][CH2:12][S:13][C:7]=2[CH:6]=[CH:5][C:4]=1[NH2:1].